This data is from NCI-60 drug combinations with 297,098 pairs across 59 cell lines. The task is: Regression. Given two drug SMILES strings and cell line genomic features, predict the synergy score measuring deviation from expected non-interaction effect. (1) Drug 1: COC1=C(C=C2C(=C1)N=CN=C2NC3=CC(=C(C=C3)F)Cl)OCCCN4CCOCC4. Drug 2: C1=CC=C(C(=C1)C(C2=CC=C(C=C2)Cl)C(Cl)Cl)Cl. Cell line: HOP-92. Synergy scores: CSS=18.6, Synergy_ZIP=-6.35, Synergy_Bliss=0.225, Synergy_Loewe=-9.52, Synergy_HSA=0.632. (2) Drug 1: CC1=C(C(=CC=C1)Cl)NC(=O)C2=CN=C(S2)NC3=CC(=NC(=N3)C)N4CCN(CC4)CCO. Drug 2: C#CCC(CC1=CN=C2C(=N1)C(=NC(=N2)N)N)C3=CC=C(C=C3)C(=O)NC(CCC(=O)O)C(=O)O. Cell line: SF-539. Synergy scores: CSS=50.5, Synergy_ZIP=6.85, Synergy_Bliss=0.325, Synergy_Loewe=0.788, Synergy_HSA=2.12. (3) Drug 1: C(CC(=O)O)C(=O)CN.Cl. Drug 2: C1CNP(=O)(OC1)N(CCCl)CCCl. Cell line: SNB-75. Synergy scores: CSS=7.47, Synergy_ZIP=-2.22, Synergy_Bliss=-0.369, Synergy_Loewe=-7.19, Synergy_HSA=-0.321. (4) Drug 1: CCC(=C(C1=CC=CC=C1)C2=CC=C(C=C2)OCCN(C)C)C3=CC=CC=C3.C(C(=O)O)C(CC(=O)O)(C(=O)O)O. Drug 2: C1=CC=C(C=C1)NC(=O)CCCCCCC(=O)NO. Cell line: NCI-H226. Synergy scores: CSS=3.46, Synergy_ZIP=1.58, Synergy_Bliss=4.30, Synergy_Loewe=-4.69, Synergy_HSA=-1.87.